The task is: Predict the product of the given reaction.. This data is from Forward reaction prediction with 1.9M reactions from USPTO patents (1976-2016). (1) Given the reactants [CH2:1]([NH:3][C:4](=[O:39])[NH:5][C:6]1[N:11]=[CH:10][C:9]([C:12]2[CH:13]=[C:14]3[C:19](=[CH:20][CH:21]=2)[N:18]([CH2:22][CH2:23][O:24][CH3:25])[CH:17]=[C:16]([C:26]([OH:28])=[O:27])[C:15]3=[O:29])=[C:8]([C:30]2[S:31][CH:32]=[C:33]([C:35]([F:38])([F:37])[F:36])[N:34]=2)[CH:7]=1)[CH3:2].C1COCC1.[OH-].[Na+:46], predict the reaction product. The product is: [CH2:1]([NH:3][C:4](=[O:39])[NH:5][C:6]1[N:11]=[CH:10][C:9]([C:12]2[CH:13]=[C:14]3[C:19](=[CH:20][CH:21]=2)[N:18]([CH2:22][CH2:23][O:24][CH3:25])[CH:17]=[C:16]([C:26]([O-:28])=[O:27])[C:15]3=[O:29])=[C:8]([C:30]2[S:31][CH:32]=[C:33]([C:35]([F:37])([F:38])[F:36])[N:34]=2)[CH:7]=1)[CH3:2].[Na+:46]. (2) Given the reactants FC(F)(F)C(O)=O.[C:8]([C:10]1[CH:11]=[C:12]([CH:36]=[CH:37][CH:38]=1)[C:13]([NH:15][C:16]1[CH:28]=[C:27]([O:29][C:30]2[CH:35]=[CH:34][CH:33]=[CH:32][CH:31]=2)[CH:26]=[CH:25][C:17]=1[C:18]([O:20]C(C)(C)C)=[O:19])=[O:14])#[N:9], predict the reaction product. The product is: [C:8]([C:10]1[CH:11]=[C:12]([CH:36]=[CH:37][CH:38]=1)[C:13]([NH:15][C:16]1[CH:28]=[C:27]([O:29][C:30]2[CH:31]=[CH:32][CH:33]=[CH:34][CH:35]=2)[CH:26]=[CH:25][C:17]=1[C:18]([OH:20])=[O:19])=[O:14])#[N:9]. (3) The product is: [CH:16]([C:6]1[CH:5]=[CH:4][CH:3]=[CH:2][C:1]=1[N:7]1[CH:11]=[CH:10][CH:9]=[N:8]1)=[CH:17][C:18]1[CH:23]=[CH:22][CH:21]=[CH:20][CH:19]=1. Given the reactants [C:1]1([N:7]2[CH:11]=[CH:10][CH:9]=[N:8]2)[CH:6]=[CH:5][CH:4]=[CH:3][CH:2]=1.C(O[CH:16]=[CH:17][C:18]1[CH:23]=[CH:22][CH:21]=[CH:20][CH:19]=1)(=O)C.C1(C)C=CC=CC=1, predict the reaction product. (4) The product is: [CH3:72][C:38]1([CH3:37])[CH2:39][CH2:40][CH2:41][CH:42]1[C:9]1[CH:93]=[C:94]([C:95]([O:97][CH3:109])=[O:96])[CH:3]=[CH:7][C:8]=1[C:28]1[CH:33]=[CH:32][CH:31]=[C:30]([O:34][CH3:35])[CH:29]=1. Given the reactants CC1(C)CCC[C@H:3]1[C:7]1C=C(COC2C=C([C@H](CC)CC(O)=O)C=CC=2)C=[CH:9][C:8]=1[C:28]1[CH:33]=[CH:32][CH:31]=[C:30]([O:34][CH3:35])[CH:29]=1.[CH3:37][C:38]1([CH3:72])[CH2:42][CH2:41][CH2:40][C@@H:39]1C1C=C(COC2C=C([C@H](CC)CC(O)=O)C=CC=2)C=CC=1C1C=CC=C(OC)C=1.CC1(C)CCC[C@H]1C1C=C(COC2C=C([C@@H:93](CC)[CH2:94][C:95]([OH:97])=[O:96])C=CC=2)C=CC=1C1C=CC=C(OC)C=1.[CH3:109]C1(C)CCC[C@@H]1C1C=C(COC2C=C([C@@H](CC)CC(O)=O)C=CC=2)C=CC=1C1C=CC=C(OC)C=1, predict the reaction product. (5) Given the reactants [F:1][C:2]1[CH:3]=[C:4]([CH:7]=[C:8]([CH2:10][OH:11])[CH:9]=1)[C:5]#[N:6].Cl[C:13]1[CH:14]=[C:15]2[N:22]([CH3:23])[CH:21]([CH3:24])[CH2:20][N:16]2[C:17](=[O:19])[N:18]=1, predict the reaction product. The product is: [CH3:23][N:22]1[C:15]2[N:16]([C:17](=[O:19])[N:18]=[C:13]([O:11][CH2:10][C:8]3[CH:7]=[C:4]([CH:3]=[C:2]([F:1])[CH:9]=3)[C:5]#[N:6])[CH:14]=2)[CH2:20][CH:21]1[CH3:24]. (6) Given the reactants C(OC([NH:8][C@H:9]([CH3:57])[C:10]([O:12][CH2:13][CH2:14][O:15][C:16](=[O:56])[C:17]1[CH:22]=[CH:21][C:20]([NH:23][C:24]([C@H:26]2[C@H:30]([C:31]3[CH:36]=[CH:35][CH:34]=[C:33]([Cl:37])[C:32]=3[F:38])[C@:29]([C:41]3[CH:46]=[CH:45][C:44]([Cl:47])=[CH:43][C:42]=3[F:48])([C:39]#[N:40])[C@H:28]([CH2:49][C:50]([CH3:53])([CH3:52])[CH3:51])[NH:27]2)=[O:25])=[C:19]([O:54][CH3:55])[CH:18]=1)=[O:11])=O)(C)(C)C.FC(F)(F)C(O)=O, predict the reaction product. The product is: [NH2:8][C@H:9]([CH3:57])[C:10]([O:12][CH2:13][CH2:14][O:15][C:16](=[O:56])[C:17]1[CH:22]=[CH:21][C:20]([NH:23][C:24]([C@H:26]2[C@H:30]([C:31]3[CH:36]=[CH:35][CH:34]=[C:33]([Cl:37])[C:32]=3[F:38])[C@:29]([C:41]3[CH:46]=[CH:45][C:44]([Cl:47])=[CH:43][C:42]=3[F:48])([C:39]#[N:40])[C@H:28]([CH2:49][C:50]([CH3:52])([CH3:53])[CH3:51])[NH:27]2)=[O:25])=[C:19]([O:54][CH3:55])[CH:18]=1)=[O:11].